Task: Predict the product of the given reaction.. Dataset: Forward reaction prediction with 1.9M reactions from USPTO patents (1976-2016) (1) Given the reactants [H-].[Na+].[C:3]([OH:8])#[C:4][CH2:5][CH2:6][CH3:7].[CH:9]1[CH:14]=[CH:13][C:12]([CH2:15]Br)=[CH:11][CH:10]=1, predict the reaction product. The product is: [CH2:3]([O:8][CH2:15][C:12]1[CH:13]=[CH:14][CH:9]=[CH:10][CH:11]=1)[CH2:4][CH2:5][C:6]#[CH:7]. (2) Given the reactants Cl.[Cl:2][C:3]1[C:22]([C:23]([F:26])([F:25])[F:24])=[CH:21][CH:20]=[CH:19][C:4]=1[C:5]([NH:7][C@H:8]1[C@H:12]([C:13]2[CH:18]=[CH:17][CH:16]=[CH:15][CH:14]=2)[CH2:11][NH:10][CH2:9]1)=[O:6].C(N(CC)CC)C.[CH3:34][N:35]1[CH:39]=[C:38]([S:40](Cl)(=[O:42])=[O:41])[N:37]=[CH:36]1, predict the reaction product. The product is: [Cl:2][C:3]1[C:22]([C:23]([F:26])([F:24])[F:25])=[CH:21][CH:20]=[CH:19][C:4]=1[C:5]([NH:7][C@H:8]1[C@H:12]([C:13]2[CH:18]=[CH:17][CH:16]=[CH:15][CH:14]=2)[CH2:11][N:10]([S:40]([C:38]2[N:37]=[CH:36][N:35]([CH3:34])[CH:39]=2)(=[O:42])=[O:41])[CH2:9]1)=[O:6]. (3) The product is: [N:30]([CH2:6][C:7]1[CH:12]=[CH:11][C:10]([C:13]2[CH:25]=[CH:24][C:16]3[N:17]([CH2:20][CH:21]4[CH2:23][CH2:22]4)[N:18]=[N:19][C:15]=3[C:14]=2[C:26]([F:29])([F:28])[F:27])=[CH:9][CH:8]=1)=[N+:31]=[N-:32]. Given the reactants CS(O[CH2:6][C:7]1[CH:12]=[CH:11][C:10]([C:13]2[CH:25]=[CH:24][C:16]3[N:17]([CH2:20][CH:21]4[CH2:23][CH2:22]4)[N:18]=[N:19][C:15]=3[C:14]=2[C:26]([F:29])([F:28])[F:27])=[CH:9][CH:8]=1)(=O)=O.[N-:30]=[N+:31]=[N-:32].[Na+].O, predict the reaction product. (4) Given the reactants [NH2:1][C:2]1[CH:10]=[CH:9][C:8]([C:11]2[NH:12][C:13]3[C:18]([CH:19]=2)=[CH:17][C:16]([O:20][CH3:21])=[CH:15][CH:14]=3)=[C:7]2[C:3]=1[CH2:4][NH:5][C:6]2=[O:22].[CH3:23][C:24](OC(C)=O)=[O:25], predict the reaction product. The product is: [CH3:21][O:20][C:16]1[CH:17]=[C:18]2[C:13](=[CH:14][CH:15]=1)[NH:12][C:11]([C:8]1[CH:9]=[CH:10][C:2]([NH:1][C:24](=[O:25])[CH3:23])=[C:3]3[C:7]=1[C:6](=[O:22])[NH:5][CH2:4]3)=[CH:19]2. (5) Given the reactants O[C:2]1[N:3]=[N+:4]([O-:17])[C:5]2[CH:11]=[C:10]([O:12][CH2:13][CH2:14][O:15][CH3:16])[CH:9]=[CH:8][C:6]=2[N:7]=1.O=P(Cl)(Cl)[Cl:20], predict the reaction product. The product is: [Cl:20][C:2]1[N:3]=[N+:4]([O-:17])[C:5]2[CH:11]=[C:10]([O:12][CH2:13][CH2:14][O:15][CH3:16])[CH:9]=[CH:8][C:6]=2[N:7]=1.